From a dataset of Full USPTO retrosynthesis dataset with 1.9M reactions from patents (1976-2016). Predict the reactants needed to synthesize the given product. (1) Given the product [F:11][C:8]([F:9])([F:10])[C:12]([NH:1][CH2:2][CH2:3][NH:4][CH2:5][CH2:6][NH:7][C:12](=[O:14])[C:8]([F:11])([F:10])[F:9])=[O:14], predict the reactants needed to synthesize it. The reactants are: [NH2:1][CH2:2][CH2:3][NH:4][CH2:5][CH2:6][NH2:7].[C:8]([C:12]([O:14]CC)=O)([F:11])([F:10])[F:9]. (2) The reactants are: [N:1]1[CH:6]=[CH:5][C:4]([C:7]2[S:11][C:10]([C:12]([OH:14])=O)=[CH:9][CH:8]=2)=[CH:3][CH:2]=1.[Br:15][C:16]1[CH:17]=[C:18]([CH2:22][CH2:23][NH2:24])[CH:19]=[CH:20][CH:21]=1. Given the product [Br:15][C:16]1[CH:17]=[C:18]([CH2:22][CH2:23][NH:24][C:12]([C:10]2[S:11][C:7]([C:4]3[CH:3]=[CH:2][N:1]=[CH:6][CH:5]=3)=[CH:8][CH:9]=2)=[O:14])[CH:19]=[CH:20][CH:21]=1, predict the reactants needed to synthesize it. (3) Given the product [CH:10]1([CH2:13][N:14]2[C:26]3[CH2:25][CH2:24][CH:23]([CH:27]4[CH2:32][CH2:31][O:30][CH2:29][CH2:28]4)[CH2:22][C:21]=3[C:20]3[C:15]2=[CH:16][CH:17]=[C:18]([C:33]([N:41]([CH2:42][CH3:43])[CH2:40][C:39]([NH:38][CH2:36][CH3:37])=[O:44])=[O:35])[CH:19]=3)[CH2:11][CH2:12]1, predict the reactants needed to synthesize it. The reactants are: C(N(CC)C(C)C)(C)C.[CH:10]1([CH2:13][N:14]2[C:26]3[CH2:25][CH2:24][CH:23]([CH:27]4[CH2:32][CH2:31][O:30][CH2:29][CH2:28]4)[CH2:22][C:21]=3[C:20]3[C:15]2=[CH:16][CH:17]=[C:18]([C:33]([OH:35])=O)[CH:19]=3)[CH2:12][CH2:11]1.[CH2:36]([NH:38][C:39](=[O:44])[CH2:40][NH:41][CH2:42][CH3:43])[CH3:37].CN(C(ON1N=NC2C=CC=NC1=2)=[N+](C)C)C.F[P-](F)(F)(F)(F)F. (4) Given the product [C:1]1([C:7]2[CH:12]=[CH:11][C:10]([CH:13]([CH3:15])[CH3:14])=[CH:9][N:8]=2)[CH:2]=[CH:3][CH:4]=[CH:5][CH:6]=1, predict the reactants needed to synthesize it. The reactants are: [C:1]1([C:7]2[CH:12]=[CH:11][C:10]([C:13]([CH3:15])=[CH2:14])=[CH:9][N:8]=2)[CH:6]=[CH:5][CH:4]=[CH:3][CH:2]=1. (5) Given the product [CH3:21][S:17]([C:3]1[N:8]=[C:7]([C:9]2[CH:10]=[N:11][CH:12]=[CH:13][CH:14]=2)[CH:6]=[CH:5][N:4]=1)(=[O:19])=[O:16], predict the reactants needed to synthesize it. The reactants are: CS[C:3]1[N:8]=[C:7]([C:9]2[CH:10]=[N:11][CH:12]=[CH:13][CH:14]=2)[CH:6]=[CH:5][N:4]=1.O[O:16][S:17]([O-:19])=O.[K+].[C:21]([O-])(O)=O.[Na+]. (6) Given the product [Cl:30][C:31]1[CH:58]=[C:57]([F:59])[CH:56]=[CH:55][C:32]=1[CH2:33][N:34]1[C@@H:39]([CH3:40])[CH2:38][CH2:37][C@@H:36]([O:41][C:42]2[C:50]([CH:51]3[CH2:52][CH2:53]3)=[CH:49][C:45]([C:46]([NH:71][S:68]([CH:65]3[CH2:67][CH2:66]3)(=[O:70])=[O:69])=[O:48])=[C:44]([F:54])[CH:43]=2)[CH2:35]1, predict the reactants needed to synthesize it. The reactants are: C1(C2C(O[C@@H]3CCCN(CC4C=CC(Cl)=C(Cl)C=4)C3)=CC(F)=C(C=2)C(O)=O)CC1.[Cl:30][C:31]1[CH:58]=[C:57]([F:59])[CH:56]=[CH:55][C:32]=1[CH2:33][N:34]1[C@@H:39]([CH3:40])[CH2:38][CH2:37][C@@H:36]([O:41][C:42]2[C:50]([CH:51]3[CH2:53][CH2:52]3)=[CH:49][C:45]([C:46]([OH:48])=O)=[C:44]([F:54])[CH:43]=2)[CH2:35]1.CS(N)(=O)=O.[CH:65]1([S:68]([NH2:71])(=[O:70])=[O:69])[CH2:67][CH2:66]1.